Dataset: Full USPTO retrosynthesis dataset with 1.9M reactions from patents (1976-2016). Task: Predict the reactants needed to synthesize the given product. The reactants are: [Cl:1][CH2:2][C:3]([NH:5][CH2:6][C:7]1[CH:12]=[CH:11][CH:10]=[CH:9][N:8]=1)=[O:4].[ClH:13].Cl.[CH2:15]([N:24]1[CH2:29][CH2:28][NH:27][CH2:26][CH2:25]1)[C:16]([C:18]1[CH:23]=[CH:22][CH:21]=[CH:20][CH:19]=1)=[O:17].C([O-])([O-])=O.[K+].[K+]. Given the product [ClH:1].[ClH:13].[ClH:1].[CH2:15]([N:24]1[CH2:29][CH2:28][N:27]([CH2:2][C:3]([NH:5][CH2:6][C:7]2[CH:12]=[CH:11][CH:10]=[CH:9][N:8]=2)=[O:4])[CH2:26][CH2:25]1)[C:16]([C:18]1[CH:19]=[CH:20][CH:21]=[CH:22][CH:23]=1)=[O:17], predict the reactants needed to synthesize it.